This data is from Full USPTO retrosynthesis dataset with 1.9M reactions from patents (1976-2016). The task is: Predict the reactants needed to synthesize the given product. (1) Given the product [I:1][CH2:2][C:3]12[CH2:8][CH2:7][C:6]([C:11]3[CH:20]=[CH:21][CH:22]=[C:17]([O:39][CH:40]4[CH2:45][CH2:44][CH2:43][CH2:42][O:41]4)[CH:12]=3)([CH2:9][CH2:10]1)[O:5][CH2:4]2, predict the reactants needed to synthesize it. The reactants are: [I:1][CH2:2][C:3]12[CH2:10][CH2:9][C:6]([C:11]3SC(C)=N[C:12]=3[C:17]3[CH:22]=[CH:21][CH:20]=CC=3)([CH2:7][CH2:8]1)[O:5][CH2:4]2.CC1SC=C(C2C=CC=CC=2)N=1.BrC1C=C(C=CC=1)[O:39][CH:40]1[CH2:45][CH2:44][CH2:43][CH2:42][O:41]1. (2) Given the product [NH2:20][C:14]1[CH2:15][CH2:16][CH2:17][CH2:18][C:13]=1[C:11]([NH:10][CH2:9][CH2:8][C:4]1[CH:5]=[CH:6][CH:7]=[C:2]([F:1])[CH:3]=1)=[O:12], predict the reactants needed to synthesize it. The reactants are: [F:1][C:2]1[CH:3]=[C:4]([CH2:8][CH2:9][NH:10][C:11]([CH:13]2[CH2:18][CH2:17][CH2:16][CH2:15][C:14]2=O)=[O:12])[CH:5]=[CH:6][CH:7]=1.[NH3:20].[Al+3].[Cl-].[Cl-].[Cl-]. (3) Given the product [Si:44]([O:51][CH2:52][CH2:53][N:54]([CH3:55])[C:32]([C:10]1[C:9]([O:8][CH2:1][C:2]2[CH:3]=[CH:4][CH:5]=[CH:6][CH:7]=2)=[C:14]([OH:15])[N:13]=[C:12]([CH2:16][C:17]2([C:22]3[C:31]4[C:26](=[CH:25][CH:24]=[CH:29][CH:30]=4)[CH:36]=[CH:35][CH:23]=3)[CH2:21][CH2:20][CH2:19][CH2:18]2)[N:11]=1)=[O:34])([C:47]([CH3:50])([CH3:49])[CH3:48])([CH3:45])[CH3:46], predict the reactants needed to synthesize it. The reactants are: [CH2:1]([O:8][C:9]1[C:10]([C:32]([OH:34])=O)=[N:11][C:12]([CH2:16][C:17]2([C:22]3[C:31]4[C:26](=CC=[CH:29][CH:30]=4)[CH:25]=[CH:24][CH:23]=3)[CH2:21][CH2:20][CH2:19][CH2:18]2)=[N:13][C:14]=1[OH:15])[C:2]1[CH:7]=[CH:6][CH:5]=[CH:4][CH:3]=1.[CH:35](N(CC)C(C)C)(C)[CH3:36].[Si:44]([O:51][CH2:52][CH2:53][NH:54][CH3:55])([C:47]([CH3:50])([CH3:49])[CH3:48])([CH3:46])[CH3:45].CN(C(ON1N=NC2C=CC=NC1=2)=[N+](C)C)C.F[P-](F)(F)(F)(F)F.